The task is: Predict the product of the given reaction.. This data is from Forward reaction prediction with 1.9M reactions from USPTO patents (1976-2016). Given the reactants [Br:1][C:2]1[CH:3]=[CH:4][C:5]([C:10]([OH:12])=O)=[N:6][C:7]=1[C:8]#[N:9].C1C=CC2N(O)N=NC=2C=1.C(Cl)CCl.[CH:27]([N:30]1[CH2:35][CH2:34][NH:33][CH2:32][CH2:31]1)([CH3:29])[CH3:28], predict the reaction product. The product is: [Br:1][C:2]1[C:7]([C:8]#[N:9])=[N:6][C:5]([C:10]([N:33]2[CH2:34][CH2:35][N:30]([CH:27]([CH3:29])[CH3:28])[CH2:31][CH2:32]2)=[O:12])=[CH:4][CH:3]=1.